Dataset: hERG Central: cardiac toxicity at 1µM, 10µM, and general inhibition. Task: Predict hERG channel inhibition at various concentrations. (1) The compound is Cl.N=c1n(CCO)c2ccccc2n1CCOc1ccc(Cl)cc1Cl. Results: hERG_inhib (hERG inhibition (general)): blocker. (2) The drug is CN1CCN(CC(O)COC(c2ccc(Cl)cc2)c2ccc(Cl)cc2)CC1.Cl. Results: hERG_inhib (hERG inhibition (general)): blocker.